Dataset: Full USPTO retrosynthesis dataset with 1.9M reactions from patents (1976-2016). Task: Predict the reactants needed to synthesize the given product. (1) Given the product [C:2]1([CH3:1])[CH:7]=[CH:6][C:5]([NH:8][S:23]([C:17]2[CH:16]=[C:15]3[C:20]([CH2:21][CH2:22][N:13]([C:11](=[O:12])[C:10]([F:28])([F:9])[F:27])[CH2:14]3)=[CH:19][CH:18]=2)(=[O:24])=[O:25])=[CH:4][CH:3]=1, predict the reactants needed to synthesize it. The reactants are: [CH3:1][C:2]1[CH:3]=[CH:4][C:5]([NH2:8])=[CH:6][CH:7]=1.[F:9][C:10]([F:28])([F:27])[C:11]([N:13]1[CH2:22][CH2:21][C:20]2[C:15](=[CH:16][C:17]([S:23](Cl)(=[O:25])=[O:24])=[CH:18][CH:19]=2)[CH2:14]1)=[O:12]. (2) Given the product [CH2:11]([O:13][C:14]([N:16]1[CH:25]=[C:24]([CH:3]=[O:4])[C:23]2[C:18](=[CH:19][C:20]([O:30][CH3:31])=[C:21]([O:26][C:27](=[O:29])[CH3:28])[CH:22]=2)[CH:17]1[CH2:32][C:33]1[CH:38]=[CH:37][CH:36]=[C:35]([O:39][CH2:40][CH3:41])[CH:34]=1)=[O:15])[CH3:12], predict the reactants needed to synthesize it. The reactants are: CN(C)[CH:3]=[O:4].P(Cl)(Cl)(Cl)=O.[CH2:11]([O:13][C:14]([N:16]1[CH:25]=[CH:24][C:23]2[C:18](=[CH:19][C:20]([O:30][CH3:31])=[C:21]([O:26][C:27](=[O:29])[CH3:28])[CH:22]=2)[CH:17]1[CH2:32][C:33]1[CH:38]=[CH:37][CH:36]=[C:35]([O:39][CH2:40][CH3:41])[CH:34]=1)=[O:15])[CH3:12].C([O-])(=O)C.[K+]. (3) Given the product [F:1][C:2]1[CH:3]=[C:4]([C:11](=[O:13])[CH3:12])[CH:5]=[C:6]([F:10])[C:7]=1[OH:8], predict the reactants needed to synthesize it. The reactants are: [F:1][C:2]1[CH:3]=[C:4]([C:11](=[O:13])[CH3:12])[CH:5]=[C:6]([F:10])[C:7]=1[O:8]C. (4) Given the product [Cl:1][C:2]1[C:11]([C:12]2[CH:13]=[CH:14][CH:15]=[CH:16][CH:17]=2)=[C:10]([Cl:18])[C:9]2[C:4](=[C:5]([CH3:27])[CH:6]=[C:7]([C:19]([C:21]3[N:25]([CH3:26])[CH:24]=[N:23][CH:22]=3)=[O:20])[CH:8]=2)[N:3]=1, predict the reactants needed to synthesize it. The reactants are: [Cl:1][C:2]1[C:11]([C:12]2[CH:17]=[CH:16][CH:15]=[CH:14][CH:13]=2)=[C:10]([Cl:18])[C:9]2[C:4](=[C:5]([CH3:27])[CH:6]=[C:7]([CH:19]([C:21]3[N:25]([CH3:26])[CH:24]=[N:23][CH:22]=3)[OH:20])[CH:8]=2)[N:3]=1. (5) Given the product [Cl:15][C:12]1[CH:13]=[CH:14][C:9]([O:8][CH2:7][C:6]([OH:5])=[O:18])=[C:10]([C:16]#[C:17][C:20]2[CH:25]=[N:24][CH:23]=[C:22]([N:26]([CH3:31])[S:27]([CH3:30])(=[O:29])=[O:28])[CH:21]=2)[CH:11]=1, predict the reactants needed to synthesize it. The reactants are: C([O:5][C:6](=[O:18])[CH2:7][O:8][C:9]1[CH:14]=[CH:13][C:12]([Cl:15])=[CH:11][C:10]=1[C:16]#[CH:17])(C)(C)C.Br[C:20]1[CH:21]=[C:22]([N:26]([CH3:31])[S:27]([CH3:30])(=[O:29])=[O:28])[CH:23]=[N:24][CH:25]=1. (6) Given the product [CH:22]1([C:21]2[C:16]([N:13]3[CH2:14][CH2:15][N:10]([C:8]([C:5]4[CH:6]=[CH:7][C:2]([N:31]5[CH2:32][CH2:33][CH2:34][S:30]5(=[O:36])=[O:35])=[CH:3][C:4]=4[F:29])=[O:9])[CH2:11][CH2:12]3)=[N:17][CH:18]=[C:19]([C:25]([F:28])([F:27])[F:26])[CH:20]=2)[CH2:24][CH2:23]1, predict the reactants needed to synthesize it. The reactants are: Br[C:2]1[CH:7]=[CH:6][C:5]([C:8]([N:10]2[CH2:15][CH2:14][N:13]([C:16]3[C:21]([CH:22]4[CH2:24][CH2:23]4)=[CH:20][C:19]([C:25]([F:28])([F:27])[F:26])=[CH:18][N:17]=3)[CH2:12][CH2:11]2)=[O:9])=[C:4]([F:29])[CH:3]=1.[S:30]1(=[O:36])(=[O:35])[CH2:34][CH2:33][CH2:32][NH:31]1.